From a dataset of Reaction yield outcomes from USPTO patents with 853,638 reactions. Predict the reaction yield, written as a fraction of the theoretical maximum amount of product (1.0 means a 100% yield; for example, 0.34 means a 34% yield). The reactants are [CH2:1]([C:4]1[CH:12]=[CH:11][C:7]([C:8](Cl)=[O:9])=[CH:6][CH:5]=1)[CH2:2][CH3:3].[NH2:13][C:14]1[NH:18][C:17]([CH2:19][C:20]2[O:24][C:23]([C:25]([O:27][CH2:28][CH3:29])=[O:26])=[CH:22][CH:21]=2)=[N:16][C:15]=1[C:30](=[O:32])[NH2:31].C(=O)([O-])O.[Na+].O. The catalyst is C1COCC1. The product is [C:30]([C:15]1[N:16]=[C:17]([CH2:19][C:20]2[O:24][C:23]([C:25]([O:27][CH2:28][CH3:29])=[O:26])=[CH:22][CH:21]=2)[NH:18][C:14]=1[NH:13][C:8](=[O:9])[C:7]1[CH:11]=[CH:12][C:4]([CH2:1][CH2:2][CH3:3])=[CH:5][CH:6]=1)(=[O:32])[NH2:31]. The yield is 0.570.